From a dataset of Reaction yield outcomes from USPTO patents with 853,638 reactions. Predict the reaction yield, written as a fraction of the theoretical maximum amount of product (1.0 means a 100% yield; for example, 0.34 means a 34% yield). (1) The reactants are Cl[C:2]1[CH:7]=[CH:6][C:5]([N+:8]([O-:10])=[O:9])=[CH:4][CH:3]=1.[NH:11]1[CH2:16][CH2:15][S:14][CH2:13][CH2:12]1. The catalyst is C(O)CCC. The product is [N+:8]([C:5]1[CH:6]=[CH:7][C:2]([N:11]2[CH2:16][CH2:15][S:14][CH2:13][CH2:12]2)=[CH:3][CH:4]=1)([O-:10])=[O:9]. The yield is 0.760. (2) The reactants are [H-].[H-].[H-].[H-].[Li+].[Al+3].[F:7][C:8]1[CH:13]=[CH:12][C:11]([CH2:14][CH2:15][CH2:16][CH2:17][C:18](O)=[O:19])=[CH:10][CH:9]=1.[OH-].[K+].N#[N+][O-]. The catalyst is CCOCC.O. The product is [F:7][C:8]1[CH:9]=[CH:10][C:11]([CH2:14][CH2:15][CH2:16][CH2:17][CH2:18][OH:19])=[CH:12][CH:13]=1. The yield is 0.970. (3) The reactants are [F:1][C:2]1[CH:7]=[C:6]([F:8])[CH:5]=[CH:4][C:3]=1[C:9]1[C:17]2[C:12](=[CH:13][C:14]([O:18][CH2:19][CH2:20][CH2:21][N:22]3[CH2:27][CH2:26][N:25]([S:28]([CH3:31])(=[O:30])=[O:29])[CH2:24][CH2:23]3)=[CH:15][CH:16]=2)[C:11](=[O:32])[C:10]=1C1C=CC(C)=CC=1.O1CCN(CCOC2C=C3C(C(C4C=CC=CC=4)=C(Br)C3=O)=CC=2)CC1.[F:66][C:67]1[CH:68]=[C:69](B(O)O)[CH:70]=[CH:71][C:72]=1[O:73][CH3:74]. No catalyst specified. The product is [F:66][C:67]1[CH:68]=[C:69]([C:10]2[C:11](=[O:32])[C:12]3[C:17]([C:9]=2[C:3]2[CH:4]=[CH:5][C:6]([F:8])=[CH:7][C:2]=2[F:1])=[CH:16][CH:15]=[C:14]([O:18][CH2:19][CH2:20][CH2:21][N:22]2[CH2:27][CH2:26][N:25]([S:28]([CH3:31])(=[O:30])=[O:29])[CH2:24][CH2:23]2)[CH:13]=3)[CH:70]=[CH:71][C:72]=1[O:73][CH3:74]. The yield is 0.770. (4) The reactants are [OH-].[K+].[CH3:3][O:4][C:5]1[CH:6]=[C:7]([CH2:13][O:14][C:15]2[CH:16]=[C:17]([NH2:20])[NH:18][N:19]=2)[CH:8]=[C:9]([O:11][CH3:12])[CH:10]=1.C(=O)(OC(C)(C)C)[O:22][C:23]([O:25][C:26]([CH3:29])([CH3:28])[CH3:27])=O. The catalyst is O.ClCCl. The product is [NH2:20][C:17]1[N:18]([C:23]([O:25][C:26]([CH3:29])([CH3:28])[CH3:27])=[O:22])[N:19]=[C:15]([O:14][CH2:13][C:7]2[CH:6]=[C:5]([O:4][CH3:3])[CH:10]=[C:9]([O:11][CH3:12])[CH:8]=2)[CH:16]=1. The yield is 0.990. (5) The reactants are [Li]CCCC.Br[C:7]1[CH:12]=[CH:11][C:10]([CH3:13])=[CH:9][C:8]=1[Cl:14].CN([CH:18]=[O:19])C.Cl. The catalyst is C1COCC1.O. The product is [Cl:14][C:8]1[CH:9]=[C:10]([CH3:13])[CH:11]=[CH:12][C:7]=1[CH:18]=[O:19]. The yield is 0.940. (6) The reactants are [CH3:1][O:2][C:3]1[CH:36]=[CH:35][C:6]([CH2:7][N:8]([CH2:26][C:27]2[CH:32]=[CH:31][C:30]([O:33][CH3:34])=[CH:29][CH:28]=2)[C:9]2[N:10]([CH2:17][C:18]3[CH:23]=[CH:22][C:21]([O:24][CH3:25])=[CH:20][CH:19]=3)[N:11]=[C:12]([N+:14]([O-])=O)[N:13]=2)=[CH:5][CH:4]=1.[NH4+].[Cl-]. The catalyst is [Zn].C1COCC1. The product is [CH3:25][O:24][C:21]1[CH:20]=[CH:19][C:18]([CH2:17][N:10]2[C:9]([N:8]([CH2:7][C:6]3[CH:5]=[CH:4][C:3]([O:2][CH3:1])=[CH:36][CH:35]=3)[CH2:26][C:27]3[CH:32]=[CH:31][C:30]([O:33][CH3:34])=[CH:29][CH:28]=3)=[N:13][C:12]([NH2:14])=[N:11]2)=[CH:23][CH:22]=1. The yield is 0.840. (7) The reactants are [Cl:1][C:2]1[N:3]=[C:4]([N:13]2[CH2:18][CH2:17][O:16][CH2:15][CH2:14]2)[C:5]2[S:10][C:9]([CH:11]=O)=[CH:8][C:6]=2[N:7]=1.[CH3:19][N:20]1[CH2:25][CH2:24][NH:23][CH2:22][CH2:21]1.C(O)(=O)C.C(O[BH-](OC(=O)C)OC(=O)C)(=O)C.[Na+]. The catalyst is ClCCCl.C(Cl)Cl. The product is [Cl:1][C:2]1[N:3]=[C:4]([N:13]2[CH2:18][CH2:17][O:16][CH2:15][CH2:14]2)[C:5]2[S:10][C:9]([CH2:11][N:23]3[CH2:24][CH2:25][N:20]([CH3:19])[CH2:21][CH2:22]3)=[CH:8][C:6]=2[N:7]=1. The yield is 0.450. (8) The reactants are [CH3:1][C:2]1[CH:7]=[CH:6][C:5]([SH:8])=[CH:4][CH:3]=1.[H-].[Na+].[CH2:11]([O:13][C:14](=[O:17])[CH2:15]Br)[CH3:12]. The catalyst is C1COCC1. The product is [CH2:11]([O:13][C:14](=[O:17])[CH2:15][S:8][C:5]1[CH:6]=[CH:7][C:2]([CH3:1])=[CH:3][CH:4]=1)[CH3:12]. The yield is 0.990.